Task: Predict the reactants needed to synthesize the given product.. Dataset: Full USPTO retrosynthesis dataset with 1.9M reactions from patents (1976-2016) Given the product [CH:1]1([CH2:6][CH:7]([C:17]2[CH:22]=[CH:21][C:20]([CH2:23][CH:26]=[O:27])=[CH:19][CH:18]=2)[C:8]2[NH:16][C:11]3=[N:12][CH:13]=[CH:14][CH:15]=[C:10]3[CH:9]=2)[CH2:5][CH2:4][CH2:3][CH2:2]1, predict the reactants needed to synthesize it. The reactants are: [CH:1]1([CH:6]=[C:7]([C:17]2[CH:22]=[CH:21][C:20]([C:23](=O)C)=[CH:19][CH:18]=2)[C:8]2[NH:16][C:11]3=[N:12][CH:13]=[CH:14][CH:15]=[C:10]3[CH:9]=2)[CH2:5][CH2:4][CH2:3][CH2:2]1.[CH3:26][OH:27].